From a dataset of Full USPTO retrosynthesis dataset with 1.9M reactions from patents (1976-2016). Predict the reactants needed to synthesize the given product. (1) Given the product [C:1]1([CH2:11][CH2:12][C:13]([O:15][CH2:16][CH3:17])=[O:14])[C:10]2[C:5](=[CH:6][CH:7]=[CH:8][CH:9]=2)[CH:4]=[CH:3][CH:2]=1, predict the reactants needed to synthesize it. The reactants are: [C:1]1(/[CH:11]=[CH:12]/[C:13]([O:15][CH2:16][CH3:17])=[O:14])[C:10]2[C:5](=[CH:6][CH:7]=[CH:8][CH:9]=2)[CH:4]=[CH:3][CH:2]=1. (2) Given the product [CH3:43][Si:41]([CH3:42])([CH3:44])[CH2:40][CH2:39][O:38][CH2:37][N:28]([CH2:29][O:30][CH2:31][CH2:32][Si:33]([CH3:36])([CH3:35])[CH3:34])[C:26]1[N:25]2[N:45]=[CH:46][C:47]([C:48]3[CH:49]=[N:50][C:51]([C:54]4[CH:55]=[CH:56][CH:57]=[CH:58][CH:59]=4)=[CH:52][CH:53]=3)=[C:24]2[N:23]=[C:22]([CH:19]2[CH2:18][CH2:17][N:16]([C:14]3[O:15][C:11]([C@H:9]([OH:8])[CH3:10])=[N:12][N:13]=3)[CH2:21][CH2:20]2)[CH:27]=1, predict the reactants needed to synthesize it. The reactants are: C([O:8][C@@H:9]([C:11]1[O:15][C:14]([N:16]2[CH2:21][CH2:20][CH:19]([C:22]3[CH:27]=[C:26]([N:28]([CH2:37][O:38][CH2:39][CH2:40][Si:41]([CH3:44])([CH3:43])[CH3:42])[CH2:29][O:30][CH2:31][CH2:32][Si:33]([CH3:36])([CH3:35])[CH3:34])[N:25]4[N:45]=[CH:46][C:47]([C:48]5[CH:49]=[N:50][C:51]([C:54]6[CH:59]=[CH:58][CH:57]=[CH:56][CH:55]=6)=[CH:52][CH:53]=5)=[C:24]4[N:23]=3)[CH2:18][CH2:17]2)=[N:13][N:12]=1)[CH3:10])C1C=CC=CC=1. (3) Given the product [F:9][C:10]1[CH:15]=[C:14]([CH3:16])[CH:13]=[CH:12][C:11]=1[N:2]1[CH2:7][CH2:6][CH2:5][CH:4]([OH:8])[CH2:3]1, predict the reactants needed to synthesize it. The reactants are: Cl.[NH:2]1[CH2:7][CH2:6][CH2:5][C@H:4]([OH:8])[CH2:3]1.[F:9][C:10]1[CH:15]=[C:14]([CH3:16])[CH:13]=[CH:12][C:11]=1I.P([O-])([O-])([O-])=O.[K+].[K+].[K+].C(O)CO.C(O)CCC. (4) Given the product [CH2:1]([N:3]1[CH2:8][CH2:7][N:6]([C:9]2[C:14]3[CH:15]=[CH:16][S:17][C:13]=3[CH:12]=[C:11]([C:18]3[CH:23]=[CH:22][C:21]([O:24][CH2:25][CH:26]([OH:28])[CH3:27])=[CH:20][CH:19]=3)[N:10]=2)[CH2:5][CH2:4]1)[CH3:2], predict the reactants needed to synthesize it. The reactants are: [CH2:1]([N:3]1[CH2:8][CH2:7][N:6]([C:9]2[C:14]3[CH:15]=[CH:16][S:17][C:13]=3[CH:12]=[C:11]([C:18]3[CH:23]=[CH:22][C:21]([O:24][CH2:25][CH:26]([O:28][Si](C(C)(C)C)(C4C=CC=CC=4)C4C=CC=CC=4)[CH3:27])=[CH:20][CH:19]=3)[N:10]=2)[CH2:5][CH2:4]1)[CH3:2].[F-].C([N+](CCCC)(CCCC)CCCC)CCC.C1COCC1. (5) Given the product [Cl:14][C:15]1[CH:20]=[CH:19][C:18]([C:2]2[CH:3]=[C:4]3[C:9](=[CH:10][CH:11]=2)[NH:8][C:7](=[O:12])[CH:6]([CH3:13])[NH:5]3)=[CH:17][CH:16]=1, predict the reactants needed to synthesize it. The reactants are: Br[C:2]1[CH:3]=[C:4]2[C:9](=[CH:10][CH:11]=1)[NH:8][C:7](=[O:12])[CH:6]([CH3:13])[NH:5]2.[Cl:14][C:15]1[CH:20]=[CH:19][C:18](B(O)O)=[CH:17][CH:16]=1.C(=O)([O-])[O-].[K+].[K+]. (6) The reactants are: [N:1]([C@@H:4]([C@@H:37]([C:45]1[CH:50]=[CH:49][C:48]([Cl:51])=[CH:47][CH:46]=1)[C:38]1[CH:43]=[CH:42][CH:41]=[C:40]([F:44])[CH:39]=1)[C:5]([NH:7][C:8]1[CH:9]=[N:10][CH:11]=[C:12]([F:36])[C:13]=1[CH2:14][CH2:15][C@@H:16]1[N:21]([S:22]([CH:25]2[CH2:27][CH2:26]2)(=[O:24])=[O:23])[C@@H:20]([CH3:28])[CH2:19][N:18]([C:29]([O:31][C:32]([CH3:35])([CH3:34])[CH3:33])=[O:30])[CH2:17]1)=[O:6])=[N+]=[N-].CP(C)C. Given the product [NH2:1][C@@H:4]([C@@H:37]([C:45]1[CH:50]=[CH:49][C:48]([Cl:51])=[CH:47][CH:46]=1)[C:38]1[CH:43]=[CH:42][CH:41]=[C:40]([F:44])[CH:39]=1)[C:5]([NH:7][C:8]1[CH:9]=[N:10][CH:11]=[C:12]([F:36])[C:13]=1[CH2:14][CH2:15][C@@H:16]1[N:21]([S:22]([CH:25]2[CH2:26][CH2:27]2)(=[O:24])=[O:23])[C@@H:20]([CH3:28])[CH2:19][N:18]([C:29]([O:31][C:32]([CH3:34])([CH3:33])[CH3:35])=[O:30])[CH2:17]1)=[O:6], predict the reactants needed to synthesize it. (7) Given the product [Cl:1][C:2]1[CH:7]=[C:6]([N:8]2[CH2:12][CH2:11][N:10]([C:15]3[CH:16]=[N:17][CH:18]=[CH:19][C:20]=3[CH:21]3[CH2:25][CH2:24][CH2:23][CH2:22]3)[C:9]2=[O:13])[CH:5]=[CH:4][N:3]=1, predict the reactants needed to synthesize it. The reactants are: [Cl:1][C:2]1[CH:7]=[C:6]([N:8]2[CH2:12][CH2:11][NH:10][C:9]2=[O:13])[CH:5]=[CH:4][N:3]=1.Br[C:15]1[CH:16]=[N:17][CH:18]=[CH:19][C:20]=1[CH:21]1[CH2:25][CH2:24][CH2:23][CH2:22]1.CN[C@@H]1CCCC[C@H]1NC.P([O-])([O-])([O-])=O.[K+].[K+].[K+].